From a dataset of Full USPTO retrosynthesis dataset with 1.9M reactions from patents (1976-2016). Predict the reactants needed to synthesize the given product. (1) Given the product [CH2:20]([O:19][C:17]([CH:14]1[CH2:15][CH2:16][N:11]([C:2]2[N:7]=[CH:6][C:5]([B:8]([OH:10])[OH:9])=[CH:4][N:3]=2)[CH2:12][CH2:13]1)=[O:18])[CH3:21], predict the reactants needed to synthesize it. The reactants are: Cl[C:2]1[N:7]=[CH:6][C:5]([B:8]([OH:10])[OH:9])=[CH:4][N:3]=1.[NH:11]1[CH2:16][CH2:15][CH:14]([C:17]([O:19][CH2:20][CH3:21])=[O:18])[CH2:13][CH2:12]1. (2) The reactants are: [F:1][C:2]1[CH:7]=[CH:6][C:5](Br)=[CH:4][C:3]=1[OH:9].CCN(CC)CC.[CH3:17][O:18][C:19](=[O:45])[C@@H:20]([NH:30][C:31]([C:33]1[C:34]([CH3:44])=[N:35][C:36]([NH:40][CH2:41][C:42]#[CH:43])=[N:37][C:38]=1[CH3:39])=[O:32])[CH2:21][NH:22][C:23]([C:25]1[S:26][CH:27]=[CH:28][CH:29]=1)=[O:24]. Given the product [CH3:17][O:18][C:19](=[O:45])[C@@H:20]([NH:30][C:31]([C:33]1[C:38]([CH3:39])=[N:37][C:36]([NH:40][CH2:41][C:42]#[C:43][C:5]2[CH:6]=[CH:7][C:2]([F:1])=[C:3]([OH:9])[CH:4]=2)=[N:35][C:34]=1[CH3:44])=[O:32])[CH2:21][NH:22][C:23]([C:25]1[S:26][CH:27]=[CH:28][CH:29]=1)=[O:24], predict the reactants needed to synthesize it. (3) The reactants are: [C:1]([C:5]1[CH:9]=[C:8]([CH2:10][NH2:11])[N:7]([C:12]2[CH:17]=[CH:16][CH:15]=[C:14]([Cl:18])[CH:13]=2)[N:6]=1)([CH3:4])([CH3:3])[CH3:2].C(=O)([O-])[O-].[K+].[K+].Cl[C:26]([O:28][C:29]1[CH:34]=[CH:33][CH:32]=[CH:31][CH:30]=1)=[O:27].C(OCC)(=O)C.CCCCCC. Given the product [C:29]1([O:28][C:26](=[O:27])[NH:11][CH2:10][C:8]2[N:7]([C:12]3[CH:17]=[CH:16][CH:15]=[C:14]([Cl:18])[CH:13]=3)[N:6]=[C:5]([C:1]([CH3:4])([CH3:2])[CH3:3])[CH:9]=2)[CH:34]=[CH:33][CH:32]=[CH:31][CH:30]=1, predict the reactants needed to synthesize it. (4) Given the product [F:27][C:14]1[CH:15]=[CH:16][CH:17]=[CH:18][C:13]=1[C:12]#[C:11][C:6]1[CH:7]=[C:8]([O:9][CH3:10])[C:3]([O:2][CH3:1])=[N:4][CH:5]=1, predict the reactants needed to synthesize it. The reactants are: [CH3:1][O:2][C:3]1[C:8]([O:9][CH3:10])=[CH:7][C:6]([C:11]#[C:12][C:13]2[CH:18]=[CH:17][CH:16]=[CH:15][C:14]=2C)=[CH:5][N:4]=1.IC1C=CC=CC=1[F:27].